Dataset: Catalyst prediction with 721,799 reactions and 888 catalyst types from USPTO. Task: Predict which catalyst facilitates the given reaction. (1) Reactant: C([O:3][C:4](=[O:17])[CH2:5][CH2:6][CH2:7][CH2:8][C:9]1[N:14]=[C:13]([NH2:15])[N:12]=[C:11]([NH2:16])[CH:10]=1)C.[OH-].[Na+].Cl. Product: [NH2:15][C:13]1[N:12]=[C:11]([NH2:16])[CH:10]=[C:9]([CH2:8][CH2:7][CH2:6][CH2:5][C:4]([OH:17])=[O:3])[N:14]=1. The catalyst class is: 20. (2) Reactant: [I:1][C:2]1[CH:15]=[CH:14][C:5]([O:6][CH2:7][CH2:8][N:9]2[CH2:13][CH2:12][CH2:11][CH2:10]2)=[C:4]([O:16]C)[CH:3]=1.Cl.[NH+]1C=CC=CC=1. Product: [I:1][C:2]1[CH:15]=[CH:14][C:5]([O:6][CH2:7][CH2:8][N:9]2[CH2:13][CH2:12][CH2:11][CH2:10]2)=[C:4]([OH:16])[CH:3]=1. The catalyst class is: 2. (3) The catalyst class is: 866. Product: [N:2]1[CH:7]=[CH:6][C:5]([O:8][CH2:9][C:10]2[CH:15]=[CH:14][CH:13]=[CH:12][C:11]=2[C:16]2[S:20][C:19]([NH2:21])=[N:18][CH:17]=2)=[CH:4][CH:3]=1. Reactant: Cl.[N:2]1[CH:7]=[CH:6][C:5]([O:8][CH2:9][C:10]2[CH:15]=[CH:14][CH:13]=[CH:12][C:11]=2[C:16]2[S:20][C:19]([NH:21]C(=O)OC(C)(C)C)=[N:18][CH:17]=2)=[CH:4][CH:3]=1.